This data is from Forward reaction prediction with 1.9M reactions from USPTO patents (1976-2016). The task is: Predict the product of the given reaction. (1) Given the reactants [CH3:1][O:2][C:3]1[CH:4]=[C:5]([NH:9][C:10]([NH2:12])=[S:11])[CH:6]=[CH:7][CH:8]=1.Br[CH2:14][C:15]([C:17]1[CH:22]=[CH:21][C:20]([C@H:23]2[CH2:28][CH2:27][C@H:26]([CH2:29][C:30]([O:32]CC)=[O:31])[CH2:25][CH2:24]2)=[CH:19][CH:18]=1)=O.O.[OH-].[Li+], predict the reaction product. The product is: [CH3:1][O:2][C:3]1[CH:4]=[C:5]([NH:9][C:10]2[S:11][CH:14]=[C:15]([C:17]3[CH:22]=[CH:21][C:20]([C@H:23]4[CH2:28][CH2:27][C@H:26]([CH2:29][C:30]([OH:32])=[O:31])[CH2:25][CH2:24]4)=[CH:19][CH:18]=3)[N:12]=2)[CH:6]=[CH:7][CH:8]=1. (2) Given the reactants I[C:2]1[S:3][CH:4]=[C:5]([CH3:7])[CH:6]=1.[C:8]([C:12]1[CH:16]=[C:15]([NH2:17])[NH:14][N:13]=1)([CH3:11])([CH3:10])[CH3:9].CN[C@@H]1CCCC[C@H]1NC.C(=O)([O-])[O-].[K+].[K+].N#N, predict the reaction product. The product is: [C:8]([C:12]1[CH:16]=[C:15]([NH2:17])[N:14]([C:2]2[S:3][CH:4]=[C:5]([CH3:7])[CH:6]=2)[N:13]=1)([CH3:11])([CH3:10])[CH3:9]. (3) Given the reactants [CH3:1][C:2]1([CH3:23])[CH2:4][C@@H:3]1[C:5]([N:7]1[CH2:12][CH2:11][N:10](C2C=CC(C(O)=O)=CN=2)[C@H](C)C1)=[O:6].[CH2:24](Cl)[CH2:25]Cl.[CH:28]1[CH:33]=[N:32][C:31]2N(O)N=N[C:30]=2[CH:29]=1.C[C:39](N(C)C)=[O:40].[CH3:44][O:45][C:46](=[O:79])[NH:47][C@H:48]([C:52]([N:54]1[CH2:58][CH2:57][CH2:56][C@H:55]1[C:59]1[NH:60][CH:61]=[C:62]([C:64]2[CH:69]=[CH:68][C:67]([C:70]3[CH:75]=[CH:74][C:73]([NH2:76])=[CH:72][C:71]=3[F:77])=[C:66]([F:78])[CH:65]=2)[N:63]=1)=[O:53])[CH:49]([CH3:51])[CH3:50].[CH:80](N(CC)C(C)C)(C)C, predict the reaction product. The product is: [CH3:44][O:45][C:46](=[O:79])[NH:47][C@H:48]([C:52]([N:54]1[CH2:58][CH2:57][CH2:56][C@H:55]1[C:59]1[NH:60][CH:61]=[C:62]([C:64]2[CH:69]=[CH:68][C:67]([C:70]3[CH:75]=[CH:74][C:73]([NH:76][C:39]([C:30]4[CH:31]=[N:32][C:33]([N:10]5[CH2:25][CH2:24][N:7]([C:5]([C@H:3]6[CH2:4][C:2]6([CH3:23])[CH3:1])=[O:6])[CH2:12][C@H:11]5[CH3:80])=[CH:28][CH:29]=4)=[O:40])=[CH:72][C:71]=3[F:77])=[C:66]([F:78])[CH:65]=2)[N:63]=1)=[O:53])[CH:49]([CH3:51])[CH3:50].